Predict the product of the given reaction. From a dataset of Forward reaction prediction with 1.9M reactions from USPTO patents (1976-2016). (1) Given the reactants CS([C:4]1[S:5][C:6]2[CH:12]=[C:11]([CH2:13][N:14]3[CH:19]=[CH:18][N:17]=[C:16]([N:20]4[CH2:25][CH2:24][O:23][CH2:22][CH2:21]4)[CH2:15]3)[CH:10]=[CH:9][C:7]=2[N:8]=1)=O.[NH2:26][C@@H:27]1[CH2:32][CH2:31][CH2:30][CH2:29][C@H:28]1[OH:33].CCN(C(C)C)C(C)C.O, predict the reaction product. The product is: [OH:33][C@@H:28]1[CH2:29][CH2:30][CH2:31][CH2:32][C@H:27]1[NH:26][C:4]1[S:5][C:6]2[CH:12]=[C:11]([CH2:13][N:14]3[CH:19]=[CH:18][N:17]=[C:16]([N:20]4[CH2:21][CH2:22][O:23][CH2:24][CH2:25]4)[CH2:15]3)[CH:10]=[CH:9][C:7]=2[N:8]=1. (2) Given the reactants [C:1]1([C:7]2[C:15]([C:16]3[CH:21]=[CH:20][N:19]=[C:18]([NH2:22])[CH:17]=3)=[C:10]3[N:11]=[CH:12][CH:13]=[CH:14][N:9]3[N:8]=2)[CH:6]=[CH:5][CH:4]=[CH:3][CH:2]=1.[BH4-].[Na+].O, predict the reaction product. The product is: [C:1]1([C:7]2[C:15]([C:16]3[CH:21]=[CH:20][N:19]=[C:18]([NH2:22])[CH:17]=3)=[C:10]3[NH:11][CH2:12][CH2:13][CH2:14][N:9]3[N:8]=2)[CH:2]=[CH:3][CH:4]=[CH:5][CH:6]=1. (3) Given the reactants [CH2:1]([O:3][C:4]1[CH:12]=[CH:11][C:10]([C:13]([F:16])([F:15])[F:14])=[CH:9][C:5]=1[C:6](O)=[O:7])[CH3:2].O=S(Cl)[Cl:19], predict the reaction product. The product is: [CH2:1]([O:3][C:4]1[CH:12]=[CH:11][C:10]([C:13]([F:16])([F:15])[F:14])=[CH:9][C:5]=1[C:6]([Cl:19])=[O:7])[CH3:2]. (4) Given the reactants O=P(Cl)(Cl)Cl.[F:6][C:7]1[CH:8]=[C:9]2[C:13](=[CH:14][CH:15]=1)[NH:12][C:11]([CH3:16])=[CH:10]2.[OH-:17].[Na+].[CH3:19]O.C(Cl)Cl, predict the reaction product. The product is: [F:6][C:7]1[CH:8]=[C:9]2[C:13](=[CH:14][CH:15]=1)[NH:12][C:11]([CH3:16])=[C:10]2[CH:19]=[O:17]. (5) Given the reactants [CH3:1][O:2][C:3]1[CH:12]=[C:11]2[C:6]([N:7]=[CH:8][C:9](=[O:31])[N:10]2[CH2:13][CH2:14][N:15]2[CH2:20][CH2:19][CH:18]([NH:21][CH2:22][C:23]#[C:24][C:25]3[CH:30]=[CH:29][CH:28]=[CH:27][CH:26]=3)[CH2:17][CH2:16]2)=[CH:5][CH:4]=1.[ClH:32].C(OCC)(=O)C, predict the reaction product. The product is: [ClH:32].[CH3:1][O:2][C:3]1[CH:12]=[C:11]2[C:6]([N:7]=[CH:8][C:9](=[O:31])[N:10]2[CH2:13][CH2:14][N:15]2[CH2:16][CH2:17][CH:18]([NH:21][CH2:22][C:23]#[C:24][C:25]3[CH:26]=[CH:27][CH:28]=[CH:29][CH:30]=3)[CH2:19][CH2:20]2)=[CH:5][CH:4]=1. (6) Given the reactants [CH:1]1([CH2:6][CH:7]([N:11]2[C:19]3[C:14](=[CH:15][CH:16]=[CH:17][CH:18]=3)[C:13](=[O:20])[C:12]2=[O:21])[C:8](O)=[O:9])[CH2:5][CH2:4][CH2:3][CH2:2]1.[CH3:22][N:23]1[CH:27]=[CH:26][C:25]([NH2:28])=[N:24]1.C(N(CC)C(C)C)(C)C.F[P-](F)(F)(F)(F)F.N1(O[P+](N(C)C)(N(C)C)N(C)C)C2C=CC=CC=2N=N1, predict the reaction product. The product is: [CH:1]1([CH2:6][CH:7]([N:11]2[C:19]3[C:14](=[CH:15][CH:16]=[CH:17][CH:18]=3)[C:13](=[O:20])[C:12]2=[O:21])[C:8]([NH:28][C:25]2[CH:26]=[CH:27][N:23]([CH3:22])[N:24]=2)=[O:9])[CH2:2][CH2:3][CH2:4][CH2:5]1. (7) The product is: [CH3:10][C:4]1[CH:3]=[C:2]([O:1][CH:16]2[CH2:17][N:18]([C:20]([C:22]3[O:23][C:24]([C:27]4[CH:32]=[CH:31][CH:30]=[CH:29][CH:28]=4)=[N:25][N:26]=3)=[O:21])[CH2:19]2)[CH:9]=[CH:8][C:5]=1[CH:6]=[O:7]. Given the reactants [OH:1][C:2]1[CH:9]=[CH:8][C:5]([CH:6]=[O:7])=[C:4]([CH3:10])[CH:3]=1.CS(O[CH:16]1[CH2:19][N:18]([C:20]([C:22]2[O:23][C:24]([C:27]3[CH:32]=[CH:31][CH:30]=[CH:29][CH:28]=3)=[N:25][N:26]=2)=[O:21])[CH2:17]1)(=O)=O.C([O-])([O-])=O.[Cs+].[Cs+], predict the reaction product. (8) Given the reactants [N+:1]([C:4]1[CH:5]=[C:6]2[C:10](=[CH:11][CH:12]=1)[NH:9][CH:8]=[CH:7]2)([O-:3])=[O:2].N1CCCC1.[CH2:18]([N:25]1[CH2:30][CH2:29][C:28](=O)[CH2:27][CH2:26]1)[C:19]1[CH:24]=[CH:23][CH:22]=[CH:21][CH:20]=1, predict the reaction product. The product is: [CH2:18]([N:25]1[CH2:26][CH:27]=[C:28]([C:7]2[C:6]3[C:10](=[CH:11][CH:12]=[C:4]([N+:1]([O-:3])=[O:2])[CH:5]=3)[NH:9][CH:8]=2)[CH2:29][CH2:30]1)[C:19]1[CH:24]=[CH:23][CH:22]=[CH:21][CH:20]=1.